From a dataset of Forward reaction prediction with 1.9M reactions from USPTO patents (1976-2016). Predict the product of the given reaction. Given the reactants [Br:1][C:2]1[C:7]([CH2:8][OH:9])=[CH:6][C:5]([N:10]([C:15]2[C:34]([CH:35]3[CH2:37][CH2:36]3)=[CH:33][C:18]3[C:19]([C:29]([NH:31][CH3:32])=[O:30])=[C:20]([C:22]4[CH:27]=[CH:26][C:25]([F:28])=[CH:24][CH:23]=4)[O:21][C:17]=3[CH:16]=2)[S:11]([CH3:14])(=[O:13])=[O:12])=[CH:4][C:3]=1[Cl:38].CCN(C(C)C)C(C)C.[CH2:48](Cl)[O:49][CH3:50].O, predict the reaction product. The product is: [Br:1][C:2]1[C:7]([CH2:8][O:9][CH2:48][O:49][CH3:50])=[CH:6][C:5]([N:10]([C:15]2[C:34]([CH:35]3[CH2:37][CH2:36]3)=[CH:33][C:18]3[C:19]([C:29]([NH:31][CH3:32])=[O:30])=[C:20]([C:22]4[CH:23]=[CH:24][C:25]([F:28])=[CH:26][CH:27]=4)[O:21][C:17]=3[CH:16]=2)[S:11]([CH3:14])(=[O:13])=[O:12])=[CH:4][C:3]=1[Cl:38].